Predict the reaction yield, written as a fraction of the theoretical maximum amount of product (1.0 means a 100% yield; for example, 0.34 means a 34% yield). From a dataset of Reaction yield outcomes from USPTO patents with 853,638 reactions. (1) The reactants are [Br:1][C:2]1[CH:3]=[C:4]([F:12])[C:5]([O:10][CH3:11])=[C:6]([CH:9]=1)[CH:7]=O.[CH3:13][OH:14].[OH-:15].[Na+].[C:17]1(C)C=CC=CC=1. No catalyst specified. The product is [Br:1][C:2]1[CH:3]=[C:4]([F:12])[C:5]([O:10][CH3:11])=[C:6](/[CH:7]=[CH:17]/[C:13]([OH:15])=[O:14])[CH:9]=1. The yield is 0.560. (2) The product is [NH2:8][CH2:9][CH:10]1[CH2:14][CH2:13][CH2:12][N:11]1[C:15]([C:17]1[CH:42]=[CH:41][C:20]([C:21]([NH:23][CH:24]([C:31]2[NH:35][C:34]3[CH:36]=[CH:37][C:38]([Cl:40])=[CH:39][C:33]=3[N:32]=2)[CH2:25][C:26]2[N:27]=[CH:28][NH:29][CH:30]=2)=[O:22])=[CH:19][C:18]=1[Cl:43])=[O:16]. The reactants are C(OC([NH:8][CH2:9][CH:10]1[CH2:14][CH2:13][CH2:12][N:11]1[C:15]([C:17]1[CH:42]=[CH:41][C:20]([C:21]([NH:23][CH:24]([C:31]2[NH:35][C:34]3[CH:36]=[CH:37][C:38]([Cl:40])=[CH:39][C:33]=3[N:32]=2)[CH2:25][C:26]2[N:27]=[CH:28][NH:29][CH:30]=2)=[O:22])=[CH:19][C:18]=1[Cl:43])=[O:16])=O)(C)(C)C.FC(F)(F)C(O)=O.ClCl. The catalyst is ClCCl.CO. The yield is 0.980. (3) The reactants are Cl[C:2]1[N:7]=[C:6]([C:8]2[S:12][CH:11]=[N:10][C:9]=2[C:13]2[CH:14]=[C:15]([NH:19][S:20]([C:23]3[C:28]([F:29])=[CH:27][CH:26]=[CH:25][C:24]=3[F:30])(=[O:22])=[O:21])[CH:16]=[CH:17][CH:18]=2)[CH:5]=[CH:4][N:3]=1.[NH4+:31].[OH-]. No catalyst specified. The product is [NH2:31][C:2]1[N:7]=[C:6]([C:8]2[S:12][CH:11]=[N:10][C:9]=2[C:13]2[CH:14]=[C:15]([NH:19][S:20]([C:23]3[C:28]([F:29])=[CH:27][CH:26]=[CH:25][C:24]=3[F:30])(=[O:22])=[O:21])[CH:16]=[CH:17][CH:18]=2)[CH:5]=[CH:4][N:3]=1. The yield is 0.647. (4) The reactants are [ClH:1].[Cl:2][CH2:3][C:4]1[N:8]([CH2:9][CH3:10])[CH:7]=[N:6][CH:5]=1.[C:11]1([P:17]([C:24]2[CH:29]=[CH:28][CH:27]=[CH:26][CH:25]=2)[C:18]2[CH:23]=[CH:22][CH:21]=[CH:20][CH:19]=2)[CH:16]=[CH:15][CH:14]=[CH:13][CH:12]=1. The catalyst is C(#N)C. The product is [ClH:2].[Cl-:1].[CH2:9]([N:8]1[C:4]([CH2:3][P+:17]([C:18]2[CH:19]=[CH:20][CH:21]=[CH:22][CH:23]=2)([C:24]2[CH:29]=[CH:28][CH:27]=[CH:26][CH:25]=2)[C:11]2[CH:12]=[CH:13][CH:14]=[CH:15][CH:16]=2)=[CH:5][N:6]=[CH:7]1)[CH3:10]. The yield is 0.720. (5) The reactants are [N+:1]([C:4]1[CH:10]=[CH:9][C:7]([NH2:8])=[CH:6][CH:5]=1)([O-:3])=[O:2].[Br:11]Br. The catalyst is CC(O)=O. The product is [Br:11][C:9]1[CH:10]=[C:4]([N+:1]([O-:3])=[O:2])[CH:5]=[CH:6][C:7]=1[NH2:8]. The yield is 0.720.